From a dataset of Full USPTO retrosynthesis dataset with 1.9M reactions from patents (1976-2016). Predict the reactants needed to synthesize the given product. (1) Given the product [CH3:10][O:11][CH2:12][CH2:13][CH2:14][CH2:15][CH2:16][CH2:17][CH2:18][CH2:19][O:20][S:22]([CH3:21])(=[O:24])=[O:23], predict the reactants needed to synthesize it. The reactants are: C(N(C(C)C)CC)(C)C.[CH3:10][O:11][CH2:12][CH2:13][CH2:14][CH2:15][CH2:16][CH2:17][CH2:18][CH2:19][OH:20].[CH3:21][S:22](Cl)(=[O:24])=[O:23].O. (2) Given the product [Cl:10][C:11]1[CH:16]=[CH:15][C:14]([O:17][C:2]2[CH:9]=[CH:8][C:5]([CH:6]=[O:7])=[CH:4][CH:3]=2)=[CH:13][C:12]=1[F:18], predict the reactants needed to synthesize it. The reactants are: F[C:2]1[CH:9]=[CH:8][C:5]([CH:6]=[O:7])=[CH:4][CH:3]=1.[Cl:10][C:11]1[CH:16]=[CH:15][C:14]([OH:17])=[CH:13][C:12]=1[F:18]. (3) Given the product [C:5]([C:4]1[CH:3]=[C:2]([NH:1][CH:27]([C:16]2[CH:17]=[CH:18][C:19]([O:20][CH3:21])=[C:14]([O:13][CH3:12])[CH:15]=2)[C:26]([OH:30])=[O:29])[CH:10]=[CH:9][C:8]=1[F:11])(=[O:6])[NH2:7], predict the reactants needed to synthesize it. The reactants are: [NH2:1][C:2]1[CH:3]=[C:4]([C:8]([F:11])=[CH:9][CH:10]=1)[C:5]([NH2:7])=[O:6].[CH3:12][O:13][C:14]1[CH:15]=[C:16](B(O)O)[CH:17]=[CH:18][C:19]=1[O:20][CH3:21].O.[C:26]([OH:30])(=[O:29])[CH:27]=O. (4) The reactants are: [CH3:1][N:2]1[CH:6]=[CH:5][CH:4]=[CH:3]1.C([Li])(C)(C)C.Br[C:13]1[CH:18]=[CH:17][C:16]([C:19]([F:22])([F:21])[F:20])=[CH:15][CH:14]=1.Cl. Given the product [CH3:1][N:2]1[CH:6]=[CH:5][CH:4]=[C:3]1[C:13]1[CH:18]=[CH:17][C:16]([C:19]([F:22])([F:21])[F:20])=[CH:15][CH:14]=1, predict the reactants needed to synthesize it. (5) Given the product [C:19]([O:18][C:16]([N:14]1[CH2:13][C:12]2([CH2:23][N:10]([C:7]3[CH:8]=[N:9][C:4]([NH2:1])=[CH:5][CH:6]=3)[CH2:11]2)[CH2:15]1)=[O:17])([CH3:22])([CH3:20])[CH3:21], predict the reactants needed to synthesize it. The reactants are: [N+:1]([C:4]1[N:9]=[CH:8][C:7]([N:10]2[CH2:23][C:12]3([CH2:15][N:14]([C:16]([O:18][C:19]([CH3:22])([CH3:21])[CH3:20])=[O:17])[CH2:13]3)[CH2:11]2)=[CH:6][CH:5]=1)([O-])=O.C(OCC)(=O)C. (6) Given the product [ClH:14].[N:1]1[CH:6]=[CH:5][CH:4]=[C:3]([CH2:7][C:8]([Cl:14])=[O:10])[CH:2]=1, predict the reactants needed to synthesize it. The reactants are: [N:1]1[CH:6]=[CH:5][CH:4]=[C:3]([CH2:7][C:8]([OH:10])=O)[CH:2]=1.C(Cl)(=O)C([Cl:14])=O. (7) Given the product [Cl:1][C:2]1[CH:3]=[C:4]([CH:24]([CH2:36][CH:32]2[CH2:35][CH2:34][CH2:33]2)[C:25]([O:27][CH2:28][CH3:29])=[O:26])[CH:5]=[C:6]([C:14]2[CH:15]=[CH:16][C:17]([C:20]([F:21])([F:22])[F:23])=[CH:18][CH:19]=2)[C:7]=1[O:8][CH2:9][C:10]([F:13])([F:12])[F:11], predict the reactants needed to synthesize it. The reactants are: [Cl:1][C:2]1[CH:3]=[C:4]([CH2:24][C:25]([O:27][CH2:28][CH3:29])=[O:26])[CH:5]=[C:6]([C:14]2[CH:19]=[CH:18][C:17]([C:20]([F:23])([F:22])[F:21])=[CH:16][CH:15]=2)[C:7]=1[O:8][CH2:9][C:10]([F:13])([F:12])[F:11].[H-].[Na+].[CH:32]1([CH2:36]Br)[CH2:35][CH2:34][CH2:33]1.[NH4+].[Cl-].